From a dataset of NCI-60 drug combinations with 297,098 pairs across 59 cell lines. Regression. Given two drug SMILES strings and cell line genomic features, predict the synergy score measuring deviation from expected non-interaction effect. (1) Drug 1: C1=CC(=CC=C1CCC2=CNC3=C2C(=O)NC(=N3)N)C(=O)NC(CCC(=O)O)C(=O)O. Drug 2: CN(C)C1=NC(=NC(=N1)N(C)C)N(C)C. Cell line: NCI/ADR-RES. Synergy scores: CSS=14.2, Synergy_ZIP=-1.58, Synergy_Bliss=1.35, Synergy_Loewe=-13.7, Synergy_HSA=-0.0351. (2) Drug 1: C1=NC2=C(N=C(N=C2N1C3C(C(C(O3)CO)O)O)F)N. Drug 2: CCC1(C2=C(COC1=O)C(=O)N3CC4=CC5=C(C=CC(=C5CN(C)C)O)N=C4C3=C2)O.Cl. Cell line: 786-0. Synergy scores: CSS=14.9, Synergy_ZIP=-0.832, Synergy_Bliss=-2.38, Synergy_Loewe=-51.1, Synergy_HSA=-4.80. (3) Drug 1: CCC(=C(C1=CC=CC=C1)C2=CC=C(C=C2)OCCN(C)C)C3=CC=CC=C3.C(C(=O)O)C(CC(=O)O)(C(=O)O)O. Drug 2: CC=C1C(=O)NC(C(=O)OC2CC(=O)NC(C(=O)NC(CSSCCC=C2)C(=O)N1)C(C)C)C(C)C. Cell line: NCI/ADR-RES. Synergy scores: CSS=1.52, Synergy_ZIP=-1.51, Synergy_Bliss=-0.748, Synergy_Loewe=-10.0, Synergy_HSA=-0.835. (4) Drug 1: CCN(CC)CCNC(=O)C1=C(NC(=C1C)C=C2C3=C(C=CC(=C3)F)NC2=O)C. Drug 2: CC12CCC3C(C1CCC2OP(=O)(O)O)CCC4=C3C=CC(=C4)OC(=O)N(CCCl)CCCl.[Na+]. Cell line: NCIH23. Synergy scores: CSS=0.153, Synergy_ZIP=-8.88, Synergy_Bliss=-16.8, Synergy_Loewe=-22.2, Synergy_HSA=-16.9. (5) Drug 1: CC1=CC2C(CCC3(C2CCC3(C(=O)C)OC(=O)C)C)C4(C1=CC(=O)CC4)C. Drug 2: CC(C)CN1C=NC2=C1C3=CC=CC=C3N=C2N. Cell line: HCC-2998. Synergy scores: CSS=-1.00, Synergy_ZIP=4.47, Synergy_Bliss=4.15, Synergy_Loewe=0.667, Synergy_HSA=0.336. (6) Drug 1: C1CCN(CC1)CCOC2=CC=C(C=C2)C(=O)C3=C(SC4=C3C=CC(=C4)O)C5=CC=C(C=C5)O. Drug 2: CC1=C2C(C(=O)C3(C(CC4C(C3C(C(C2(C)C)(CC1OC(=O)C(C(C5=CC=CC=C5)NC(=O)C6=CC=CC=C6)O)O)OC(=O)C7=CC=CC=C7)(CO4)OC(=O)C)O)C)OC(=O)C. Cell line: RPMI-8226. Synergy scores: CSS=55.6, Synergy_ZIP=3.81, Synergy_Bliss=2.79, Synergy_Loewe=-39.0, Synergy_HSA=-2.52. (7) Drug 1: C1=CC(=C2C(=C1NCCNCCO)C(=O)C3=C(C=CC(=C3C2=O)O)O)NCCNCCO. Drug 2: C1CN1P(=S)(N2CC2)N3CC3. Cell line: U251. Synergy scores: CSS=48.5, Synergy_ZIP=-3.99, Synergy_Bliss=-1.93, Synergy_Loewe=-9.89, Synergy_HSA=1.77.